From a dataset of Forward reaction prediction with 1.9M reactions from USPTO patents (1976-2016). Predict the product of the given reaction. (1) Given the reactants F[B-](F)(F)F.C([O+](CC)CC)C.[Cl:13][C:14]1[C:19]([F:20])=[C:18]([Cl:21])[CH:17]=[CH:16][C:15]=1[C:22]([N:24]1[CH2:29][CH2:28][NH:27][C:26](=O)[CH2:25]1)=[O:23].[OH:31][C:32]1[C:33]([C:38]([NH:40][NH2:41])=O)=[N:34][CH:35]=[CH:36][CH:37]=1, predict the reaction product. The product is: [Cl:13][C:14]1[C:19]([F:20])=[C:18]([Cl:21])[CH:17]=[CH:16][C:15]=1[C:22]([N:24]1[CH2:29][CH2:28][N:27]2[C:38]([C:33]3[C:32]([OH:31])=[CH:37][CH:36]=[CH:35][N:34]=3)=[N:40][N:41]=[C:26]2[CH2:25]1)=[O:23]. (2) The product is: [S:6]1[CH:10]=[CH:9][CH:8]=[C:7]1[C:18]1[CH:17]=[CH:16][N:15]=[CH:14][CH:19]=1. Given the reactants C1COCC1.[S:6]1[CH:10]=[CH:9][CH:8]=[C:7]1[Mg]Br.Br[C:14]1[CH:19]=[CH:18][CH:17]=[CH:16][N:15]=1.[Cl-].C(C1C=CC=C(C(C)C)C=1[NH+]1CCN(C2C(C(C)C)=CC=CC=2C(C)C)C1)(C)C, predict the reaction product. (3) Given the reactants [C:1]([O-:4])(=[O:3])[CH3:2].[Na+:5].[C:6]([O-:9])(=[O:8])[CH3:7].[K+:10], predict the reaction product. The product is: [C:1]([O-:4])(=[O:3])[CH3:2].[Na+:5].[K+:10].[C:6]([O-:9])(=[O:8])[CH3:7]. (4) Given the reactants [F:1][C:2]([F:37])([F:36])[C:3]1[CH:4]=[C:5]([C@H:13]([O:15][C@H:16]2[CH2:21][CH2:20][N:19]([C:22](OC(C)(C)C)=O)[CH2:18][C@@H:17]2[C:29]2[CH:34]=[CH:33][C:32]([F:35])=[CH:31][CH:30]=2)[CH3:14])[CH:6]=[C:7]([C:9]([F:12])([F:11])[F:10])[CH:8]=1.FC(F)(F)C1C=C([C@H]([O:52][C@H:53]2[CH2:58][CH2:57]N[CH2:55][C@@H:54]2C2C=CC(F)=CC=2)C)C=C(C(F)(F)F)C=1, predict the reaction product. The product is: [F:10][C:9]([F:12])([F:11])[C:7]1[CH:6]=[C:5]([C@H:13]([O:15][C@H:16]2[CH2:21][CH2:20][N:19]([C:22]3[CH2:57][CH2:58][C:53](=[O:52])[C:54]=3[CH3:55])[CH2:18][C@@H:17]2[C:29]2[CH:30]=[CH:31][C:32]([F:35])=[CH:33][CH:34]=2)[CH3:14])[CH:4]=[C:3]([C:2]([F:37])([F:1])[F:36])[CH:8]=1. (5) Given the reactants [F:1][C:2]1[CH:3]=[C:4]2[CH:10]=[CH:9][NH:8][C:5]2=[N:6][CH:7]=1.C(OC(=O)[N:17]([C:27]1[CH:32]=[CH:31][C:30]([CH:33]=O)=[C:29]([F:35])[N:28]=1)[CH2:18][C:19]1[CH:20]=[N:21][C:22]([O:25][CH3:26])=[CH:23][CH:24]=1)(C)(C)C.FC(F)(F)C(O)=O.C([SiH](CC)CC)C, predict the reaction product. The product is: [F:35][C:29]1[N:28]=[C:27]([NH:17][CH2:18][C:19]2[CH:20]=[N:21][C:22]([O:25][CH3:26])=[CH:23][CH:24]=2)[CH:32]=[CH:31][C:30]=1[CH2:33][C:10]1[C:4]2[C:5](=[N:6][CH:7]=[C:2]([F:1])[CH:3]=2)[NH:8][CH:9]=1. (6) Given the reactants Br[C:2]1[CH:7]=[CH:6][C:5]([C:8]([N:10]2[CH2:15][CH2:14][N:13]([C:16]3[C:21]([CH3:22])=[CH:20][C:19]([CH3:23])=[CH:18][N:17]=3)[CH2:12][CH2:11]2)=[O:9])=[CH:4][CH:3]=1.[CH3:24][O:25][C:26]1[CH:41]=[CH:40][C:29]([CH2:30][N:31]2[C:35](=[O:36])[C:34]([CH3:38])([CH3:37])[NH:33][C:32]2=[O:39])=[CH:28][CH:27]=1.C(=O)([O-])[O-].[Cs+].[Cs+].CNCCNC, predict the reaction product. The product is: [CH3:22][C:21]1[C:16]([N:13]2[CH2:14][CH2:15][N:10]([C:8]([C:5]3[CH:6]=[CH:7][C:2]([N:33]4[C:34]([CH3:37])([CH3:38])[C:35](=[O:36])[N:31]([CH2:30][C:29]5[CH:40]=[CH:41][C:26]([O:25][CH3:24])=[CH:27][CH:28]=5)[C:32]4=[O:39])=[CH:3][CH:4]=3)=[O:9])[CH2:11][CH2:12]2)=[N:17][CH:18]=[C:19]([CH3:23])[CH:20]=1. (7) Given the reactants [F:1][C:2]1[CH:7]=[CH:6][C:5]([C:8]2([CH2:21][O:22][CH2:23][C:24]3[CH:25]=[C:26]([C:34]([F:37])([F:36])[F:35])[CH:27]=[C:28]4[C:32]=3[N:31]([CH3:33])[N:30]=[CH:29]4)[CH2:13][CH2:12][N:11](C(OC(C)(C)C)=O)[CH2:10][CH2:9]2)=[CH:4][CH:3]=1, predict the reaction product. The product is: [F:1][C:2]1[CH:7]=[CH:6][C:5]([C:8]2([CH2:21][O:22][CH2:23][C:24]3[CH:25]=[C:26]([C:34]([F:35])([F:36])[F:37])[CH:27]=[C:28]4[C:32]=3[N:31]([CH3:33])[N:30]=[CH:29]4)[CH2:13][CH2:12][NH:11][CH2:10][CH2:9]2)=[CH:4][CH:3]=1. (8) Given the reactants [F:1][C:2]1[CH:3]=[CH:4][C:5]2[N:6]([CH:8]=[C:9]([C:11]([NH:13][C@H:14]3[CH2:19][CH2:18][C@@H:17]([N:20]4[C:25](=[O:26])[C:24]5[CH:27]=[C:28]([F:31])[CH:29]=[N:30][C:23]=5[N:22]([C:32]5[CH:33]=[C:34]([C:38]6[CH:43]=[CH:42][C:41]([OH:44])=[CH:40][CH:39]=6)[CH:35]=[CH:36][CH:37]=5)[C:21]4=[O:45])[CH2:16][CH2:15]3)=[O:12])[N:10]=2)[CH:7]=1.C1(P(C2C=CC=CC=2)C2C=CC=CC=2)C=CC=CC=1.[Cl:65][CH2:66][CH2:67]O.N(C(OC(C)C)=O)=NC(OC(C)C)=O, predict the reaction product. The product is: [Cl:65][CH2:66][CH2:67][O:44][C:41]1[CH:40]=[CH:39][C:38]([C:34]2[CH:35]=[CH:36][CH:37]=[C:32]([N:22]3[C:23]4[N:30]=[CH:29][C:28]([F:31])=[CH:27][C:24]=4[C:25](=[O:26])[N:20]([C@@H:17]4[CH2:18][CH2:19][C@H:14]([NH:13][C:11]([C:9]5[N:10]=[C:5]6[CH:4]=[CH:3][C:2]([F:1])=[CH:7][N:6]6[CH:8]=5)=[O:12])[CH2:15][CH2:16]4)[C:21]3=[O:45])[CH:33]=2)=[CH:43][CH:42]=1. (9) Given the reactants [Cl:1][C:2]1[N:7]=[CH:6][C:5]([CH2:8][C:9]2([CH2:22][NH:23][C@@H:24]3[CH2:26][C@H:25]3[C:27]3[CH:32]=[CH:31][CH:30]=[CH:29][CH:28]=3)[CH2:14][CH2:13][N:12]([C:15]([O:17][C:18]([CH3:21])([CH3:20])[CH3:19])=[O:16])[CH2:11][CH2:10]2)=[CH:4][CH:3]=1.Cl[C:34]([O:36][CH2:37][CH:38]=[CH2:39])=[O:35].C(N(CC)C(C)C)(C)C, predict the reaction product. The product is: [CH2:37]([O:36][C:34]([N:23]([CH2:22][C:9]1([CH2:8][C:5]2[CH:6]=[N:7][C:2]([Cl:1])=[CH:3][CH:4]=2)[CH2:10][CH2:11][N:12]([C:15]([O:17][C:18]([CH3:19])([CH3:21])[CH3:20])=[O:16])[CH2:13][CH2:14]1)[C@@H:24]1[CH2:26][C@H:25]1[C:27]1[CH:28]=[CH:29][CH:30]=[CH:31][CH:32]=1)=[O:35])[CH:38]=[CH2:39].